From a dataset of Reaction yield outcomes from USPTO patents with 853,638 reactions. Predict the reaction yield, written as a fraction of the theoretical maximum amount of product (1.0 means a 100% yield; for example, 0.34 means a 34% yield). (1) The reactants are [NH2:1][C:2]1[CH:27]=[CH:26][CH:25]=[C:24]2[C:3]=1[C:4](=[O:28])[C:5]1[C:6]2=[N:7][N:8](C2C=CC=CC=2)[C:9]=1[C:10]1[CH:15]=[CH:14][C:13]([O:16][CH3:17])=[CH:12][CH:11]=1.C([O-])(O)=O.[Na+].[Cl:34][CH2:35][C:36](Cl)=[O:37].O. The catalyst is O1CCOCC1. The product is [Cl:34][CH2:35][C:36]([NH:1][C:2]1[CH:27]=[CH:26][CH:25]=[C:24]2[C:3]=1[C:4](=[O:28])[C:5]1[C:6]2=[N:7][NH:8][C:9]=1[C:10]1[CH:11]=[CH:12][C:13]([O:16][CH3:17])=[CH:14][CH:15]=1)=[O:37]. The yield is 0.350. (2) The catalyst is CO. The product is [OH:32][CH2:31][CH2:30][O:29]/[N:28]=[C:23](/[C:20]1[N:19]=[C:18]2[N:14]([CH:12]([C:11]3[C:2]([F:1])=[C:3]4[C:8](=[CH:9][C:10]=3[F:26])[N:7]=[CH:6][CH:5]=[CH:4]4)[CH3:13])[N:15]=[N:16][C:17]2=[N:22][CH:21]=1)\[CH3:24]. The yield is 0.620. The reactants are [F:1][C:2]1[C:11]([CH:12]([N:14]2[C:18]3=[N:19][C:20]([C:23](=O)[CH3:24])=[CH:21][N:22]=[C:17]3[N:16]=[N:15]2)[CH3:13])=[C:10]([F:26])[CH:9]=[C:8]2[C:3]=1[CH:4]=[CH:5][CH:6]=[N:7]2.Cl.[NH2:28][O:29][CH2:30][CH2:31][OH:32]. (3) The catalyst is C(O)C.[Pd]. The reactants are [CH3:1][O:2][C:3]1[CH:8]=[C:7]([O:9][CH3:10])[CH:6]=[CH:5][C:4]=1[C:11]#[C:12][CH2:13][CH2:14][OH:15]. The yield is 0.970. The product is [CH3:1][O:2][C:3]1[CH:8]=[C:7]([O:9][CH3:10])[CH:6]=[CH:5][C:4]=1[CH2:11][CH2:12][CH2:13][CH2:14][OH:15]. (4) The reactants are [Cl:1][C:2]1[CH:3]=[C:4]2[C:9](=[CH:10][C:11]=1[O:12][CH3:13])[CH:8]=[N:7][C:6]([NH:14][C:15]([NH:17][CH2:18][C@@:19]1([OH:27])[CH:24]3[CH2:25][CH2:26][N:21]([CH2:22][CH2:23]3)[CH2:20]1)=S)=[CH:5]2.C(=NC(C)C)=NC(C)C. The catalyst is CN(C=O)C. The product is [Cl:1][C:2]1[CH:3]=[C:4]2[C:9](=[CH:10][C:11]=1[O:12][CH3:13])[CH:8]=[N:7][C:6]([NH:14][C:15]1[O:27][C@:19]3([CH2:18][N:17]=1)[CH:24]1[CH2:25][CH2:26][N:21]([CH2:22][CH2:23]1)[CH2:20]3)=[CH:5]2. The yield is 0.240.